Dataset: Volume of distribution at steady state (VDss) regression data from Lombardo et al.. Task: Regression/Classification. Given a drug SMILES string, predict its absorption, distribution, metabolism, or excretion properties. Task type varies by dataset: regression for continuous measurements (e.g., permeability, clearance, half-life) or binary classification for categorical outcomes (e.g., BBB penetration, CYP inhibition). For this dataset (vdss_lombardo), we predict log10(VDss) (log10 of volume of distribution in L/kg). (1) The drug is O=c1[nH]cnc2c1ncn2C1CCC(CO)O1. The log10(VDss) is -0.110. (2) The drug is CCCCCCCCCC(=O)N[C@H]1[C@H](Oc2c3cc4cc2Oc2ccc(cc2Cl)[C@@H](O[C@@H]2O[C@H](CO)[C@@H](O)[C@H](O)[C@H]2NC(C)=O)[C@@H]2NC(=O)[C@H](NC(=O)[C@@H]4NC(=O)[C@H]4NC(=O)[C@@H](Cc5ccc(c(Cl)c5)O3)NC(=O)[C@H](N)c3ccc(O)c(c3)Oc3cc(O)cc4c3)c3ccc(O)c(c3)-c3c(O[C@H]4O[C@H](CO)[C@@H](O)[C@H](O)[C@@H]4O)cc(O)cc3[C@@H](C(=O)[O-])NC2=O)O[C@H](CO)[C@@H](O)[C@@H]1O. The log10(VDss) is -0.240. (3) The drug is CC12C=CC(=O)C=C1CCC1C2C(O)CC2(C)C1CCC2(O)C(=O)CO. The log10(VDss) is -0.0700. (4) The compound is CCCCC[NH+](C)CCC(O)(P(=O)([O-])[O-])P(=O)([O-])O. The log10(VDss) is -0.260. (5) The compound is Cc1ccccc1N1C(=O)c2cc(S(N)(=O)=O)c(Cl)cc2NC1C. The log10(VDss) is 0.200.